This data is from Forward reaction prediction with 1.9M reactions from USPTO patents (1976-2016). The task is: Predict the product of the given reaction. (1) Given the reactants [Cl:1][C:2]1[C:3]([NH:23][C:24]2[CH:31]=[CH:30][CH:29]=[CH:28][C:25]=2[C:26]#[N:27])=[N:4][C:5]([NH:8][C:9]2[CH:14]=[CH:13][C:12]([N:15]3[CH2:20][CH2:19][O:18][CH2:17][CH2:16]3)=[CH:11][C:10]=2[O:21][CH3:22])=[N:6][CH:7]=1.Cl.C(N(CC)CC)C.[N-:40]=[N+:41]=[N-:42].[Na+], predict the reaction product. The product is: [Cl:1][C:2]1[C:3]([NH:23][C:24]2[CH:31]=[CH:30][CH:29]=[CH:28][C:25]=2[C:26]2[N:40]=[N:41][NH:42][N:27]=2)=[N:4][C:5]([NH:8][C:9]2[CH:14]=[CH:13][C:12]([N:15]3[CH2:20][CH2:19][O:18][CH2:17][CH2:16]3)=[CH:11][C:10]=2[O:21][CH3:22])=[N:6][CH:7]=1. (2) Given the reactants [N:1]([CH2:4][CH:5]1[N:10]2[C:11]3[CH:12]=[CH:13][CH:14]=[C:15]([F:18])[C:16]=3[CH:17]=[C:9]2[C:8]2[N:19]=[C:20]([C:23]3[C:24]([N:43]([CH3:48])[S:44]([CH3:47])(=[O:46])=[O:45])=[CH:25][C:26]4[O:30][C:29]([C:31]5[CH:36]=[CH:35][C:34]([F:37])=[CH:33][CH:32]=5)=[C:28]([C:38]([NH:40][CH3:41])=[O:39])[C:27]=4[CH:42]=3)[CH:21]=[CH:22][C:7]=2[O:6]1)=[N+]=[N-], predict the reaction product. The product is: [NH2:1][CH2:4][CH:5]1[N:10]2[C:11]3[CH:12]=[CH:13][CH:14]=[C:15]([F:18])[C:16]=3[CH:17]=[C:9]2[C:8]2[N:19]=[C:20]([C:23]3[C:24]([N:43]([CH3:48])[S:44]([CH3:47])(=[O:45])=[O:46])=[CH:25][C:26]4[O:30][C:29]([C:31]5[CH:32]=[CH:33][C:34]([F:37])=[CH:35][CH:36]=5)=[C:28]([C:38]([NH:40][CH3:41])=[O:39])[C:27]=4[CH:42]=3)[CH:21]=[CH:22][C:7]=2[O:6]1. (3) Given the reactants FC(F)(F)S([O-])(=O)=O.[CH3:9][O:10][CH2:11][CH:12]1[CH2:17][CH2:16][CH2:15][C:14](SC)=[NH+:13]1.[C:20]([O:24][C:25](=[O:38])[NH:26][CH:27]1[C:35]2[C:30](=[CH:31][CH:32]=[C:33]([NH2:36])[CH:34]=2)[CH2:29][C@H:28]1[OH:37])([CH3:23])([CH3:22])[CH3:21], predict the reaction product. The product is: [CH3:9][O:10][CH2:11][CH:12]1[NH:13][C:14](=[N:36][C:33]2[CH:34]=[C:35]3[C:30]([CH2:29][C@@H:28]([OH:37])[C@@H:27]3[NH-:26])=[CH:31][CH:32]=2)[CH2:15][CH2:16][CH2:17]1.[C:20]([O:24][C:25](=[O:38])[NH2:26])([CH3:23])([CH3:22])[CH3:21]. (4) Given the reactants [CH3:1][O:2][C:3]1[CH:4]=[C:5]([CH2:20][C:21]([N:23]2[CH2:27][CH2:26][CH2:25][CH:24]2[CH2:28][S:29][C:30]2[CH:39]=[CH:38][C:33]([C:34]([O:36][CH3:37])=[O:35])=[CH:32][CH:31]=2)=[O:22])[CH:6]=[CH:7][C:8]=1[NH:9][C:10]([NH:12][C:13]1[CH:18]=[CH:17][CH:16]=[CH:15][C:14]=1[CH3:19])=[O:11].C1C=C(Cl)C=C(C(OO)=[O:48])C=1, predict the reaction product. The product is: [CH3:1][O:2][C:3]1[CH:4]=[C:5]([CH2:20][C:21]([N:23]2[CH2:27][CH2:26][CH2:25][CH:24]2[CH2:28][S:29]([C:30]2[CH:31]=[CH:32][C:33]([C:34]([O:36][CH3:37])=[O:35])=[CH:38][CH:39]=2)=[O:48])=[O:22])[CH:6]=[CH:7][C:8]=1[NH:9][C:10]([NH:12][C:13]1[CH:18]=[CH:17][CH:16]=[CH:15][C:14]=1[CH3:19])=[O:11].